Predict the product of the given reaction. From a dataset of Forward reaction prediction with 1.9M reactions from USPTO patents (1976-2016). (1) Given the reactants [OH:1][CH2:2][C:3]1[C:4]2[N:5]([N:11]=[CH:12][C:13]=2C(O)=O)[C:6]([O:9][CH3:10])=[CH:7][CH:8]=1, predict the reaction product. The product is: [OH:1][CH2:2][C:3]1[C:4]2[N:5]([N:11]=[CH:12][CH:13]=2)[C:6]([O:9][CH3:10])=[CH:7][CH:8]=1. (2) Given the reactants [CH3:1][O:2][C:3]1[C:4](=[O:27])[C:5]([CH3:26])=[C:6]([CH2:12][C:13]2[C:14]([O:22]C(=O)C)=[C:15]([CH:19]=[CH:20][CH:21]=2)[C:16]([OH:18])=[O:17])[C:7](=[O:11])[C:8]=1[O:9][CH3:10].C(=O)([O-])O.[Na+], predict the reaction product. The product is: [CH3:1][O:2][C:3]1[C:4](=[O:27])[C:5]([CH3:26])=[C:6]([CH2:12][C:13]2[C:14]([OH:22])=[C:15]([CH:19]=[CH:20][CH:21]=2)[C:16]([OH:18])=[O:17])[C:7](=[O:11])[C:8]=1[O:9][CH3:10]. (3) Given the reactants [CH:1]1([NH:6][C:7]2[CH:8]=[CH:9][CH:10]=[C:11]3[C:15]=2[NH:14][C:13]([C:16]2[S:17][CH2:18][CH:19]([CH2:21][C:22]([OH:24])=O)[N:20]=2)=[CH:12]3)[CH2:5][CH2:4][CH2:3][CH2:2]1.O[NH:26][C:27]([N:29]1[CH2:34][CH2:33][CH2:32][CH2:31][CH2:30]1)=[NH:28], predict the reaction product. The product is: [CH:1]1([NH:6][C:7]2[CH:8]=[CH:9][CH:10]=[C:11]3[C:15]=2[NH:14][C:13]([C:16]2[S:17][CH2:18][C@@H:19]([CH2:21][C:22]4[O:24][N:28]=[C:27]([N:29]5[CH2:34][CH2:33][CH2:32][CH2:31][CH2:30]5)[N:26]=4)[N:20]=2)=[CH:12]3)[CH2:5][CH2:4][CH2:3][CH2:2]1.